Dataset: Forward reaction prediction with 1.9M reactions from USPTO patents (1976-2016). Task: Predict the product of the given reaction. (1) The product is: [NH2:22][C:19]1[CH:20]=[CH:21][C:16]([O:15][C:13]2[CH:12]=[CH:11][N:10]=[C:9]3[NH:8][CH:7]=[C:6]([C:4](=[O:5])[CH2:3][N:2]([CH3:26])[CH3:1])[C:14]=23)=[C:17]([F:25])[CH:18]=1. Given the reactants [CH3:1][N:2]([CH3:26])[CH2:3][C:4]([C:6]1[C:14]2[C:9](=[N:10][CH:11]=[CH:12][C:13]=2[O:15][C:16]2[CH:21]=[CH:20][C:19]([N+:22]([O-])=O)=[CH:18][C:17]=2[F:25])[NH:8][CH:7]=1)=[O:5].C1COCC1.CO.[Cl-].[NH4+], predict the reaction product. (2) Given the reactants [F:1][C:2]([F:20])([F:19])[C:3]1[CH:8]=[CH:7][C:6]([C:9]#[C:10][C:11]2[CH:18]=[CH:17][C:14]([CH:15]=O)=[CH:13][CH:12]=2)=[CH:5][CH:4]=1.[NH2:21][C:22]1[CH:23]=[CH:24][C:25]2[O:30][C:29]([CH3:32])([CH3:31])[O:28][C:27](=[O:33])[C:26]=2[CH:34]=1, predict the reaction product. The product is: [CH3:31][C:29]1([CH3:32])[O:30][C:25]2[CH:24]=[CH:23][C:22]([NH:21][CH2:15][C:14]3[CH:17]=[CH:18][C:11]([C:10]#[C:9][C:6]4[CH:7]=[CH:8][C:3]([C:2]([F:20])([F:19])[F:1])=[CH:4][CH:5]=4)=[CH:12][CH:13]=3)=[CH:34][C:26]=2[C:27](=[O:33])[O:28]1. (3) Given the reactants CCCCO[C@H](CO)CC.CC1(C)CC(C[N:20]=C=O)(C)CC(N=C=O)C1.[C:27]([O:31][CH2:32][CH2:33]O)(=[O:30])[CH:28]=[CH2:29], predict the reaction product. The product is: [C:27]([OH:31])(=[O:30])[CH:28]=[CH2:29].[NH2:20][C:27]([O:31][CH2:32][CH3:33])=[O:30]. (4) The product is: [F:11][C:12]1[CH:17]=[CH:16][CH:15]=[CH:14][C:13]=1[C:2]1[CH:10]=[C:9]2[C:5]([CH:6]=[CH:7][NH:8]2)=[CH:4][CH:3]=1. Given the reactants Br[C:2]1[CH:10]=[C:9]2[C:5]([CH:6]=[CH:7][NH:8]2)=[CH:4][CH:3]=1.[F:11][C:12]1[CH:17]=[CH:16][CH:15]=[CH:14][C:13]=1B(O)O, predict the reaction product. (5) Given the reactants [C:1]([O:5][C:6]([N:8]([CH2:27][CH:28]([CH3:30])[CH3:29])[CH2:9][CH2:10][CH2:11][O:12][C:13]1[CH:14]=[C:15]([C:23](OC)=[O:24])[CH:16]=[C:17]([CH:22]=1)[C:18](OC)=[O:19])=[O:7])([CH3:4])([CH3:3])[CH3:2].[H-].[H-].[H-].[H-].[Li+].[Al+3], predict the reaction product. The product is: [OH:24][CH2:23][C:15]1[CH:14]=[C:13]([CH:22]=[C:17]([CH2:18][OH:19])[CH:16]=1)[O:12][CH2:11][CH2:10][CH2:9][N:8]([CH2:27][CH:28]([CH3:29])[CH3:30])[C:6](=[O:7])[O:5][C:1]([CH3:2])([CH3:3])[CH3:4]. (6) Given the reactants [N:1]([CH2:4][C@H:5]([OH:18])[CH2:6][N:7]1[C:11](=[O:12])[C:10]2=[CH:13][CH:14]=[CH:15][CH:16]=[C:9]2[C:8]1=[O:17])=[N+]=[N-].[ClH:19].[H][H], predict the reaction product. The product is: [ClH:19].[NH2:1][CH2:4][C@H:5]([OH:18])[CH2:6][N:7]1[C:11](=[O:12])[C:10]2=[CH:13][CH:14]=[CH:15][CH:16]=[C:9]2[C:8]1=[O:17]. (7) The product is: [Cl:1][C:2]1[CH:10]=[C:9]([C@H:11]([N:13]([CH:29]2[CH2:31][CH2:30]2)[C:14]([C@@H:16]2[O:21][CH2:20][CH2:19][NH:18][CH2:17]2)=[O:15])[CH3:12])[CH:8]=[C:7]2[C:3]=1[C:4]([CH3:37])=[N:5][N:6]2[CH2:32][CH2:33][CH2:34][O:35][CH3:36].[Cl:1][C:2]1[CH:10]=[C:9]([C@@H:11]([N:13]([CH:29]2[CH2:31][CH2:30]2)[C:14]([C@@H:16]2[O:21][CH2:20][CH2:19][NH:18][CH2:17]2)=[O:15])[CH3:12])[CH:8]=[C:7]2[C:3]=1[C:4]([CH3:37])=[N:5][N:6]2[CH2:32][CH2:33][CH2:34][O:35][CH3:36]. Given the reactants [Cl:1][C:2]1[CH:10]=[C:9]([CH:11]([N:13]([CH:29]2[CH2:31][CH2:30]2)[C:14]([C@@H:16]2[O:21][CH2:20][CH2:19][N:18](C(OC(C)(C)C)=O)[CH2:17]2)=[O:15])[CH3:12])[CH:8]=[C:7]2[C:3]=1[C:4]([CH3:37])=[N:5][N:6]2[CH2:32][CH2:33][CH2:34][O:35][CH3:36].Cl.O1CCOCC1, predict the reaction product.